This data is from Reaction yield outcomes from USPTO patents with 853,638 reactions. The task is: Predict the reaction yield, written as a fraction of the theoretical maximum amount of product (1.0 means a 100% yield; for example, 0.34 means a 34% yield). (1) The reactants are O[C:2]1[C:11]2[C:6](=[C:7]([CH3:12])[CH:8]=[CH:9][CH:10]=2)[C:5]([C:13]([OH:15])=[O:14])=[CH:4][N:3]=1.O=P(Cl)(Cl)[Cl:18]. No catalyst specified. The product is [Cl:18][C:2]1[C:11]2[C:6](=[C:7]([CH3:12])[CH:8]=[CH:9][CH:10]=2)[C:5]([C:13]([OH:15])=[O:14])=[CH:4][N:3]=1. The yield is 0.860. (2) The reactants are [C:1]([O:5][C:6]([NH:8][C@H:9]([CH2:14][C:15]1[CH:20]=[C:19]([F:21])[C:18]([F:22])=[CH:17][C:16]=1[F:23])[CH2:10][C:11](O)=[O:12])=[O:7])([CH3:4])([CH3:3])[CH3:2].ClC(OCC)=O.[B-].[Na+].Cl. The catalyst is ClCCl.O.C(N(CC)CC)C. The product is [C:1]([O:5][C:6](=[O:7])[NH:8][C@H:9]([CH2:14][C:15]1[CH:20]=[C:19]([F:21])[C:18]([F:22])=[CH:17][C:16]=1[F:23])[CH2:10][CH2:11][OH:12])([CH3:4])([CH3:2])[CH3:3]. The yield is 0.620. (3) The reactants are [Cl:1][C:2]1[CH:20]=[CH:19][C:5]([C:6]([C:8]2[CH:9]=[C:10]3[C:14](=[CH:15][CH:16]=2)[NH:13][C:12](=[O:17])[C:11]3=[O:18])=[O:7])=[CH:4][CH:3]=1.[C:21](OC(=O)C)(=[O:23])[CH3:22]. The yield is 0.910. No catalyst specified. The product is [C:21]([N:13]1[C:14]2[C:10](=[CH:9][C:8]([C:6](=[O:7])[C:5]3[CH:19]=[CH:20][C:2]([Cl:1])=[CH:3][CH:4]=3)=[CH:16][CH:15]=2)[C:11](=[O:18])[C:12]1=[O:17])(=[O:23])[CH3:22]. (4) The reactants are Br[CH2:2][C:3]1[CH:8]=[CH:7][CH:6]=[CH:5][C:4]=1[O:9][CH3:10].[O:11]1[CH:15]=[CH:14][CH:13]=[C:12]1[CH2:16][NH:17][S:18]([C:21]1[CH:29]=[CH:28][C:24]([C:25]([OH:27])=[O:26])=[CH:23][CH:22]=1)(=[O:20])=[O:19]. No catalyst specified. The product is [O:11]1[CH:15]=[CH:14][CH:13]=[C:12]1[CH2:16][N:17]([CH2:2][C:3]1[CH:8]=[CH:7][CH:6]=[CH:5][C:4]=1[O:9][CH3:10])[S:18]([C:21]1[CH:29]=[CH:28][C:24]([C:25]([OH:27])=[O:26])=[CH:23][CH:22]=1)(=[O:20])=[O:19]. The yield is 0.350. (5) The reactants are [Br:1][C:2]1[CH:7]=[CH:6][C:5]([S:8]([C:11]2[CH:20]=[CH:19][CH:18]=[CH:17][C:12]=2[C:13]([O:15][CH3:16])=O)(=[O:10])=[O:9])=[CH:4][CH:3]=1.O.[NH2:22][NH2:23]. No catalyst specified. The product is [Br:1][C:2]1[CH:7]=[CH:6][C:5]([S:8]([C:11]2[CH:20]=[CH:19][CH:18]=[CH:17][C:12]=2[C:13]2[O:15][CH:16]=[N:22][N:23]=2)(=[O:10])=[O:9])=[CH:4][CH:3]=1. The yield is 0.350. (6) The reactants are [CH3:1][C:2]1[C:6]([CH2:7][N:8]2[CH:12]=[C:11]([NH:13]C(=O)OC(C)(C)C)[CH:10]=[N:9]2)=[C:5]([CH3:21])[O:4][N:3]=1.[ClH:22]. The catalyst is O1CCOCC1. The product is [ClH:22].[CH3:1][C:2]1[C:6]([CH2:7][N:8]2[CH:12]=[C:11]([NH2:13])[CH:10]=[N:9]2)=[C:5]([CH3:21])[O:4][N:3]=1. The yield is 0.990. (7) The reactants are [CH2:1]([O:3][C:4](=[O:31])[CH2:5][C:6]([CH3:30])([CH3:29])[C:7]#[C:8][C:9]1[CH:14]=[C:13]([N+:15]([O-:17])=[O:16])[CH:12]=[CH:11][C:10]=1[NH:18][CH2:19][CH2:20][O:21][Si](C(C)(C)C)(C)C)[CH3:2].CCCC[N+](CCCC)(CCCC)CCCC.[F-]. The catalyst is CC#N.Cl[Pd]Cl. The product is [CH2:1]([O:3][C:4](=[O:31])[CH2:5][C:6]([C:7]1[N:18]([CH2:19][CH2:20][OH:21])[C:10]2[C:9]([CH:8]=1)=[CH:14][C:13]([N+:15]([O-:17])=[O:16])=[CH:12][CH:11]=2)([CH3:30])[CH3:29])[CH3:2]. The yield is 0.600. (8) The reactants are [Si]([O:8][CH2:9][CH2:10][O:11][C:12]1[C:17]([CH3:18])=[CH:16][C:15]([C:19]2[NH:28][C:27](=[O:29])[C:26]3[C:21](=[CH:22][C:23]([O:30][CH3:31])=[CH:24][CH:25]=3)[N:20]=2)=[CH:14][C:13]=1[CH3:32])(C(C)(C)C)(C)C.CCCC[N+](CCCC)(CCCC)CCCC.[F-]. The catalyst is O. The product is [OH:8][CH2:9][CH2:10][O:11][C:12]1[C:17]([CH3:18])=[CH:16][C:15]([C:19]2[NH:28][C:27](=[O:29])[C:26]3[C:21](=[CH:22][C:23]([O:30][CH3:31])=[CH:24][CH:25]=3)[N:20]=2)=[CH:14][C:13]=1[CH3:32]. The yield is 0.120. (9) The reactants are [OH:1][C:2]1[CH:7]=[CH:6][C:5]([C@@H:8]([NH:32]C(=O)OC(C)(C)C)[C:9](=[O:31])[NH:10][C:11]2[CH:12]=[C:13]3[C:29](=[O:30])[NH:28][N:27]=[CH:26][C:15]4=[C:16]([C:20]5[CH:25]=[CH:24][CH:23]=[CH:22][CH:21]=5)[NH:17][C:18]([CH:19]=2)=[C:14]34)=[CH:4][CH:3]=1.[ClH:40].C(N(CC)CC)C. The yield is 0.600. The product is [ClH:40].[NH2:32][C@H:8]([C:5]1[CH:4]=[CH:3][C:2]([OH:1])=[CH:7][CH:6]=1)[C:9]([NH:10][C:11]1[CH:12]=[C:13]2[C:29](=[O:30])[NH:28][N:27]=[CH:26][C:15]3=[C:16]([C:20]4[CH:25]=[CH:24][CH:23]=[CH:22][CH:21]=4)[NH:17][C:18]([CH:19]=1)=[C:14]23)=[O:31]. The catalyst is O1CCOCC1. (10) The yield is 0.990. The catalyst is CN(C=O)C. The reactants are [O:1]=[C:2]1[C:10](=[O:11])[C:9]2[N:8]([CH2:12][CH2:13][P:14](=[O:17])([OH:16])[OH:15])[CH2:7][CH2:6][CH2:5][NH:4][C:3]1=2.C(N(CC)[CH:22]([CH3:24])[CH3:23])(C)C.Cl[CH2:28][O:29][C:30](=[O:37])[C:31]1[CH:36]=[CH:35][CH:34]=[CH:33][CH:32]=1. The product is [C:30]([O:29][CH2:28][O:17][P:14]([CH2:13][CH2:12][N:8]1[CH2:7][CH2:6][CH2:5][NH:4][C:3]2[C:2](=[O:1])[C:10](=[O:11])[C:9]1=2)(=[O:15])[O:16][CH2:28][O:29][C:30](=[O:37])[C:23]1[CH:22]=[CH:24][CH:36]=[CH:31][CH:32]=1)(=[O:37])[C:31]1[CH:36]=[CH:35][CH:34]=[CH:33][CH:32]=1.